From a dataset of Peptide-MHC class II binding affinity with 134,281 pairs from IEDB. Regression. Given a peptide amino acid sequence and an MHC pseudo amino acid sequence, predict their binding affinity value. This is MHC class II binding data. The peptide sequence is KLPWKNESSIKVIKQ. The MHC is DRB1_0901 with pseudo-sequence DRB1_0901. The binding affinity (normalized) is 0.422.